This data is from Kinase inhibitor bioactivity data combining Ki, Kd, and IC50 measurements. The task is: Regression. Given a target protein amino acid sequence and a drug SMILES string, predict the binding affinity score between them. We predict KIBA score (integrated kinase binding score). Dataset: kiba. (1) The small molecule is CCN(Cc1cc(Nc2nc(C)cn3c(-c4cn[nH]c4)cnc23)sn1)C(C)(C)CO.Cl. The target protein (Q16566) has sequence MLKVTVPSCSASSCSSVTASAAPGTASLVPDYWIDGSNRDALSDFFEVESELGRGATSIVYRCKQKGTQKPYALKVLKKTVDKKIVRTEIGVLLRLSHPNIIKLKEIFETPTEISLVLELVTGGELFDRIVEKGYYSERDAADAVKQILEAVAYLHENGIVHRDLKPENLLYATPAPDAPLKIADFGLSKIVEHQVLMKTVCGTPGYCAPEILRGCAYGPEVDMWSVGIITYILLCGFEPFYDERGDQFMFRRILNCEYYFISPWWDEVSLNAKDLVRKLIVLDPKKRLTTFQALQHPWVTGKAANFVHMDTAQKKLQEFNARRKLKAAVKAVVASSRLGSASSSHGSIQESHKASRDPSPIQDGNEDMKAIPEGEKIQGDGAQAAVKGAQAELMKVQALEKVKGADINAEEAPKMVPKAVEDGIKVADLELEEGLAEEKLKTVEEAAAPREGQGSSAVGFEVPQQDVILPEY. The KIBA score is 13.1. (2) The target protein (P68400) has sequence MSGPVPSRARVYTDVNTHRPREYWDYESHVVEWGNQDDYQLVRKLGRGKYSEVFEAINITNNEKVVVKILKPVKKKKIKREIKILENLRGGPNIITLADIVKDPVSRTPALVFEHVNNTDFKQLYQTLTDYDIRFYMYEILKALDYCHSMGIMHRDVKPHNVMIDHEHRKLRLIDWGLAEFYHPGQEYNVRVASRYFKGPELLVDYQMYDYSLDMWSLGCMLASMIFRKEPFFHGHDNYDQLVRIAKVLGTEDLYDYIDKYNIELDPRFNDILGRHSRKRWERFVHSENQHLVSPEALDFLDKLLRYDHQSRLTAREAMEHPYFYTVVKDQARMGSSSMPGGSTPVSSANMMSGISSVPTPSPLGPLAGSPVIAAANPLGMPVPAAAGAQQ. The KIBA score is 11.3. The small molecule is CN(C)CC(=O)NC(COc1cncc(-c2ccc3cnccc3c2)c1)Cc1c[nH]c2ccccc12. (3) The target protein (O75116) has sequence MSRPPPTGKMPGAPETAPGDGAGASRQRKLEALIRDPRSPINVESLLDGLNSLVLDLDFPALRKNKNIDNFLNRYEKIVKKIRGLQMKAEDYDVVKVIGRGAFGEVQLVRHKASQKVYAMKLLSKFEMIKRSDSAFFWEERDIMAFANSPWVVQLFYAFQDDRYLYMVMEYMPGGDLVNLMSNYDVPEKWAKFYTAEVVLALDAIHSMGLIHRDVKPDNMLLDKHGHLKLADFGTCMKMDETGMVHCDTAVGTPDYISPEVLKSQGGDGFYGRECDWWSVGVFLYEMLVGDTPFYADSLVGTYSKIMDHKNSLCFPEDAEISKHAKNLICAFLTDREVRLGRNGVEEIRQHPFFKNDQWHWDNIRETAAPVVPELSSDIDSSNFDDIEDDKGDVETFPIPKAFVGNQLPFIGFTYYRENLLLSDSPSCRETDSIQSRKNEESQEIQKKLYTLEEHLSNEMQAKEELEQKCKSVNTRLEKTAKELEEEITLRKSVESALRQ.... The KIBA score is 12.4. The drug is COc1cc2c(Nc3ccc(NC(=O)c4ccccc4)cc3)ncnc2cc1OCCCN1CCOCC1. (4) The small molecule is NC(=O)c1cccc2[nH]c(-c3ccncc3)nc12. The target protein (Q9H2G2) has sequence MSFFNFRKIFKLGSEKKKKQYEHVKRDLNPEDFWEIIGELGDGAFGKVYKAQNKETSVLAAAKVIDTKSEEELEDYMVEIDILASCDHPNIVKLLDAFYYENNLWILIEFCAGGAVDAVMLELERPLTESQIQVVCKQTLDALNYLHDNKIIHRDLKAGNILFTLDGDIKLADFGVSAKNTRTIQRRDSFIGTPYWMAPEVVMCETSKDRPYDYKADVWSLGITLIEMAEIEPPHHELNPMRVLLKIAKSEPPTLAQPSRWSSNFKDFLKKCLEKNVDARWTTSQLLQHPFVTVDSNKPIRELIAEAKAEVTEEVEDGKEEDEEEETENSLPIPASKRASSDLSIASSEEDKLSQNACILESVSEKTERSNSEDKLNSKILNEKPTTDEPEKAVEDINEHITDAQLEAMTELHDRTAVIKENEREKRPKLENLPDTEDQETVDINSVSEGKENNIMITLETNIEHNLKSEEEKDQEKQQMFENKLIKSEEIKDTILQTVD.... The KIBA score is 11.1. (5) The target protein (Q13555) has sequence MATTATCTRFTDDYQLFEELGKGAFSVVRRCVKKTSTQEYAAKIINTKKLSARDHQKLEREARICRLLKHPNIVRLHDSISEEGFHYLVFDLVTGGELFEDIVAREYYSEADASHCIHQILESVNHIHQHDIVHRDLKPENLLLASKCKGAAVKLADFGLAIEVQGEQQAWFGFAGTPGYLSPEVLRKDPYGKPVDIWACGVILYILLVGYPPFWDEDQHKLYQQIKAGAYDFPSPEWDTVTPEAKNLINQMLTINPAKRITADQALKHPWVCQRSTVASMMHRQETVECLRKFNARRKLKGAILTTMLVSRNFSAAKSLLNKKSDGGVKKRKSSSSVHLMPQSNNKNSLVSPAQEPAPLQTAMEPQTTVVHNATDGIKGSTESCNTTTEDEDLKARSPEGRSSRDRTAPSAGMQPQPSLCSSAMRKQEIIKITEQLIEAINNGDFEAYTKICDPGLTSFEPEALGNLVEGMDFHKFYFENLLSKNSKPIHTTILNPHVH.... The small molecule is CCN(CC)C(=O)Nc1ccc2nc(-c3ccco3)c(-c3ccco3)nc2c1. The KIBA score is 11.6. (6) The compound is Cc1cc(C)cc(NC(=O)Nc2ccc(-c3c(C)sc4ncnc(N)c34)cc2)c1. The target protein (Q8N4C8) has sequence MGDPAPARSLDDIDLSALRDPAGIFELVEVVGNGTYGQVYKGRHVKTGQLAAIKVMDVTEDEEEEIKQEINMLKKYSHHRNIATYYGAFIKKSPPGNDDQLWLVMEFCGAGSVTDLVKNTKGNALKEDCIAYICREILRGLAHLHAHKVIHRDIKGQNVLLTENAEVKLVDFGVSAQLDRTVGRRNTFIGTPYWMAPEVIACDENPDATYDYRSDIWSLGITAIEMAEGAPPLCDMHPMRALFLIPRNPPPRLKSKKWSKKFIDFIDTCLIKTYLSRPPTEQLLKFPFIRDQPTERQVRIQLKDHIDRSRKKRGEKEETEYEYSGSEEEDDSHGEEGEPSSIMNVPGESTLRREFLRLQQENKSNSEALKQQQQLQQQQQRDPEAHIKHLLHQRQRRIEEQKEERRRVEEQQRREREQRKLQEKEQQRRLEDMQALRREEERRQAEREQEYKRKQLEEQRQSERLQRQLQQEHAYLKSLQQQQQQQQLQKQQQQQLLPGD.... The KIBA score is 11.3. (7) The drug is Clc1cc(-c2c[nH]c3ncccc23)cc(NCc2ccccc2)n1. The target protein (P15735) has sequence MTLDVGPEDELPDWAAAKEFYQKYDPKDVIGRGVSSVVRRCVHRATGHEFAVKIMEVTAERLSPEQLEEVREATRRETHILRQVAGHPHIITLIDSYESSSFMFLVFDLMRKGELFDYLTEKVALSEKETRSIMRSLLEAVSFLHANNIVHRDLKPENILLDDNMQIRLSDFGFSCHLEPGEKLRELCGTPGYLAPEILKCSMDETHPGYGKEVDLWACGVILFTLLAGSPPFWHRRQILMLRMIMEGQYQFSSPEWDDRSSTVKDLISRLLQVDPEARLTAEQALQHPFFERCEGSQPWNLTPRQRFRVAVWTVLAAGRVALSTHRVRPLTKNALLRDPYALRSVRHLIDNCAFRLYGHWVKKGEQQNRAALFQHRPPGPFPIMGPEEEGDSAAITEDEAVLVLG. The KIBA score is 11.4.